From a dataset of Forward reaction prediction with 1.9M reactions from USPTO patents (1976-2016). Predict the product of the given reaction. (1) Given the reactants C([Li])CCC.Br[C:7]1[CH:12]=[CH:11][C:10]([Br:13])=[CH:9][CH:8]=1.[CH3:14][C:15]([S:18]([N:20]=[C:21]1[CH2:24][O:23][CH2:22]1)=[O:19])([CH3:17])[CH3:16], predict the reaction product. The product is: [Br:13][C:10]1[CH:11]=[CH:12][C:7]([C:21]2([NH:20][S:18]([C:15]([CH3:17])([CH3:16])[CH3:14])=[O:19])[CH2:24][O:23][CH2:22]2)=[CH:8][CH:9]=1. (2) Given the reactants ClC1C=CC(O)=CC=1C(F)(F)F.[Cl:13][C:14]1[CH:15]=[C:16]([OH:25])[CH:17]=[C:18]([O:20][C:21]([F:24])([F:23])[F:22])[CH:19]=1.C1(C2C(CN3CCC(OS(C)(=O)=O)CC3)=CC(F)=C(C=2)C(OC(C)(C)C)=O)CC1.CS(O[CH:60]1[CH2:65][CH2:64][N:63]([C:66]([O:68][C:69]([CH3:72])([CH3:71])[CH3:70])=[O:67])[CH2:62][CH2:61]1)(=O)=O, predict the reaction product. The product is: [Cl:13][C:14]1[CH:15]=[C:16]([CH:17]=[C:18]([O:20][C:21]([F:23])([F:24])[F:22])[CH:19]=1)[O:25][CH:60]1[CH2:65][CH2:64][N:63]([C:66]([O:68][C:69]([CH3:72])([CH3:71])[CH3:70])=[O:67])[CH2:62][CH2:61]1. (3) Given the reactants C(OC(=O)[NH:7][C:8]1[CH:13]=[C:12]([N:14]([CH3:16])[CH3:15])[C:11]([F:17])=[CH:10][C:9]=1[NH:18][C:19](=[O:38])[CH2:20][C:21]([C:23]1[CH:28]=[CH:27][CH:26]=[C:25]([N:29]2[C:33]([CH2:34][N:35]([CH3:37])[CH3:36])=[CH:32][N:31]=[N:30]2)[CH:24]=1)=O)(C)(C)C.C(O)(C(F)(F)F)=O, predict the reaction product. The product is: [CH3:15][N:14]([CH3:16])[C:12]1[C:11]([F:17])=[CH:10][C:9]2[NH:18][C:19](=[O:38])[CH2:20][C:21]([C:23]3[CH:28]=[CH:27][CH:26]=[C:25]([N:29]4[C:33]([CH2:34][N:35]([CH3:37])[CH3:36])=[CH:32][N:31]=[N:30]4)[CH:24]=3)=[N:7][C:8]=2[CH:13]=1. (4) Given the reactants [CH2:1]([O:3][C:4](=[O:26])[C:5]([O:8][C:9]1[CH:14]=[C:13]([C:15](=[O:23])[NH:16][CH:17]2[CH2:22][CH2:21][NH:20][CH2:19][CH2:18]2)[CH:12]=[C:11]([O:24][CH3:25])[CH:10]=1)([CH3:7])[CH3:6])[CH3:2].[CH2:27]([O:29][C:30]1[CH:31]=[C:32]([CH:35]=[CH:36][C:37]=1[O:38][CH3:39])[CH:33]=O)[CH3:28].C([BH3-])#N.[Na+].C(N(C(C)C)C(C)C)C, predict the reaction product. The product is: [CH2:1]([O:3][C:4](=[O:26])[C:5]([O:8][C:9]1[CH:10]=[C:11]([O:24][CH3:25])[CH:12]=[C:13]([C:15](=[O:23])[NH:16][CH:17]2[CH2:18][CH2:19][N:20]([CH2:33][C:32]3[CH:35]=[CH:36][C:37]([O:38][CH3:39])=[C:30]([O:29][CH2:27][CH3:28])[CH:31]=3)[CH2:21][CH2:22]2)[CH:14]=1)([CH3:6])[CH3:7])[CH3:2]. (5) Given the reactants [OH:1][C:2]1[CH:7]=[CH:6][C:5]([C:8]2[CH:13]=[CH:12][C:11]([C:14]#[N:15])=[CH:10][CH:9]=2)=[CH:4][C:3]=1[CH3:16].[I:17]N1C(=O)CCC1=O.CN(C)C(=N)N(C)C.[O-]S([O-])=O.[Na+].[Na+].C([O-])([O-])=O.[Na+].[Na+].P([O-])(O)(O)=O.[K+], predict the reaction product. The product is: [OH:1][C:2]1[C:7]([I:17])=[CH:6][C:5]([C:8]2[CH:13]=[CH:12][C:11]([C:14]#[N:15])=[CH:10][CH:9]=2)=[CH:4][C:3]=1[CH3:16]. (6) Given the reactants C(S([C:8]1[N:9]=[CH:10][C:11]2[CH:17]=[C:16]([O:18][CH2:19][CH3:20])[C:15](=[O:21])[NH:14][C:12]=2[N:13]=1)(=O)=O)CCC.[CH3:22][O:23][CH2:24][CH2:25][CH:26]([NH2:31])[CH2:27][CH2:28][O:29][CH3:30].C(Cl)Cl.C(Cl)Cl.CO.CC(C)=O, predict the reaction product. The product is: [CH2:19]([O:18][C:16]1[C:15](=[O:21])[NH:14][CH:12]2[N:13]=[C:8]([NH:31][CH:26]([CH2:27][CH2:28][O:29][CH3:30])[CH2:25][CH2:24][O:23][CH3:22])[N:9]=[CH:10][CH:11]2[CH:17]=1)[CH3:20]. (7) Given the reactants [F:1][C:2]1[CH:20]=[CH:19][C:5]([CH2:6][C:7]2[CH:8]=[N:9][C:10]3[N:11]([N:13]=[CH:14][C:15]=3[C:16](O)=[O:17])[CH:12]=2)=[CH:4][C:3]=1[C:21]([F:24])([F:23])[F:22].[NH2:25][C:26]1[CH:27]=[N:28][CH:29]=[CH:30][CH:31]=1.C(N(CC)CC)C.CN(C(ON1N=NC2C=CC=CC1=2)=[N+](C)C)C.[B-](F)(F)(F)F, predict the reaction product. The product is: [F:1][C:2]1[CH:20]=[CH:19][C:5]([CH2:6][C:7]2[CH:8]=[N:9][C:10]3[N:11]([N:13]=[CH:14][C:15]=3[C:16]([NH:25][C:26]3[CH:27]=[N:28][CH:29]=[CH:30][CH:31]=3)=[O:17])[CH:12]=2)=[CH:4][C:3]=1[C:21]([F:22])([F:23])[F:24]. (8) Given the reactants [CH3:1][C:2]1[CH:10]=[C:9]([CH3:11])[CH:8]=[C:7]2[C:3]=1[CH:4]=[CH:5][NH:6]2.[C:12]([BH3-])#N.[Na+].[C:16](=[O:19])(O)[O-].[Na+], predict the reaction product. The product is: [C:16]([N:6]1[C:7]2[C:3](=[C:2]([CH3:1])[CH:10]=[C:9]([CH3:11])[CH:8]=2)[CH2:4][CH2:5]1)(=[O:19])[CH3:12]. (9) Given the reactants [C:1]([CH2:14][C:15]([CH2:18][C:19]([CH2:22][CH2:23]I)([F:21])[F:20])([F:17])[F:16])([C:4]([C:7]([C:10]([F:13])([F:12])[F:11])([F:9])[F:8])([F:6])[F:5])([F:3])[F:2].CNC=[O:28].O, predict the reaction product. The product is: [C:10]([C:7]([C:4]([C:1]([CH2:14][C:15]([CH2:18][C:19]([CH2:22][CH2:23][OH:28])([F:21])[F:20])([F:17])[F:16])([F:3])[F:2])([F:6])[F:5])([F:9])[F:8])([F:13])([F:12])[F:11]. (10) The product is: [CH3:1][C:2]1[C:6]([C:7]2[CH:12]=[C:11]([N+:13]([O-:15])=[O:14])[C:10]([N:16]([CH2:37][CH3:38])[C:17](=[O:22])[C:18]([F:20])([F:21])[F:19])=[C:9]([I:23])[CH:8]=2)=[C:5]([CH3:24])[O:4][N:3]=1. Given the reactants [CH3:1][C:2]1[C:6]([C:7]2[CH:12]=[C:11]([N+:13]([O-:15])=[O:14])[C:10]([NH:16][C:17](=[O:22])[C:18]([F:21])([F:20])[F:19])=[C:9]([I:23])[CH:8]=2)=[C:5]([CH3:24])[O:4][N:3]=1.C(=O)([O-])[O-].[Cs+].[Cs+].CN(C)C=O.I[CH2:37][CH3:38], predict the reaction product.